This data is from Catalyst prediction with 721,799 reactions and 888 catalyst types from USPTO. The task is: Predict which catalyst facilitates the given reaction. Product: [F:13][C:14]1[CH:20]=[CH:19][C:17]([NH:18][CH2:1][C:3]2[CH:4]=[C:5]([CH:10]=[CH:11][CH:12]=2)[C:6]([O:8][CH3:9])=[O:7])=[CH:16][CH:15]=1. Reactant: [CH:1]([C:3]1[CH:4]=[C:5]([CH:10]=[CH:11][CH:12]=1)[C:6]([O:8][CH3:9])=[O:7])=O.[F:13][C:14]1[CH:20]=[CH:19][C:17]([NH2:18])=[CH:16][CH:15]=1.C(O)(=O)C.C(O[BH-](OC(=O)C)OC(=O)C)(=O)C.[Na+]. The catalyst class is: 34.